The task is: Regression. Given two drug SMILES strings and cell line genomic features, predict the synergy score measuring deviation from expected non-interaction effect.. This data is from NCI-60 drug combinations with 297,098 pairs across 59 cell lines. (1) Drug 1: CC1OCC2C(O1)C(C(C(O2)OC3C4COC(=O)C4C(C5=CC6=C(C=C35)OCO6)C7=CC(=C(C(=C7)OC)O)OC)O)O. Drug 2: CC1=C(C=C(C=C1)NC(=O)C2=CC=C(C=C2)CN3CCN(CC3)C)NC4=NC=CC(=N4)C5=CN=CC=C5. Cell line: TK-10. Synergy scores: CSS=23.4, Synergy_ZIP=-2.33, Synergy_Bliss=2.05, Synergy_Loewe=-10.6, Synergy_HSA=-1.52. (2) Drug 1: C1CN1P(=S)(N2CC2)N3CC3. Drug 2: C(CN)CNCCSP(=O)(O)O. Cell line: NCI-H522. Synergy scores: CSS=6.51, Synergy_ZIP=-6.45, Synergy_Bliss=-3.57, Synergy_Loewe=-7.94, Synergy_HSA=-2.27.